This data is from Full USPTO retrosynthesis dataset with 1.9M reactions from patents (1976-2016). The task is: Predict the reactants needed to synthesize the given product. The reactants are: [Cl:1][C:2]1[N:7]=[C:6]([C:8]#[N:9])[C:5]([N+:10]([O-:12])=[O:11])=[CH:4][CH:3]=1.[OH:13]S(O)(=O)=O. Given the product [Cl:1][C:2]1[N:7]=[C:6]([C:8]([NH2:9])=[O:13])[C:5]([N+:10]([O-:12])=[O:11])=[CH:4][CH:3]=1, predict the reactants needed to synthesize it.